This data is from Forward reaction prediction with 1.9M reactions from USPTO patents (1976-2016). The task is: Predict the product of the given reaction. (1) Given the reactants [Br:1][C:2]1[CH:8]=[CH:7][C:5]([NH2:6])=[CH:4][C:3]=1[O:9][CH3:10].C(N(C(C)C)CC)(C)C.Cl[C:21]([O:23][CH3:24])=[O:22], predict the reaction product. The product is: [CH3:24][O:23][C:21](=[O:22])[NH:6][C:5]1[CH:7]=[CH:8][C:2]([Br:1])=[C:3]([O:9][CH3:10])[CH:4]=1. (2) The product is: [CH3:17][O:18][N:19]([CH3:20])[C:13]([C@H:9]1[CH2:10][CH2:11][CH2:12][N:8]1[C:6]([O:5][C:1]([CH3:2])([CH3:3])[CH3:4])=[O:7])=[O:15]. Given the reactants [C:1]([O:5][C:6]([N:8]1[CH2:12][CH2:11][CH2:10][C@@H:9]1[C:13]([OH:15])=O)=[O:7])([CH3:4])([CH3:3])[CH3:2].Cl.[CH3:17][O:18][NH:19][CH3:20].C(N(C(C)C)CC)(C)C.C[NH3+].F[P-](F)(F)(F)(F)F.N1(OC(N(C)C)=[N+](C)C)C2N=CC=CC=2N=N1.F[P-](F)(F)(F)(F)F, predict the reaction product. (3) Given the reactants [C:1]([C:9]1[CH:42]=[CH:41][C:12]([C:13]([O:15][C:16]2[CH:21]=[CH:20][C:19](/[CH:22]=[CH:23]/[C:24]([O:26][CH2:27][CH2:28][C:29]3[CH:34]=[CH:33][C:32]([N+:35]([O-])=O)=[CH:31][C:30]=3[N+:38]([O-])=O)=[O:25])=[CH:18][CH:17]=2)=[O:14])=[CH:11][CH:10]=1)(=[O:8])[C:2]1[CH:7]=[CH:6][CH:5]=[CH:4][CH:3]=1.CCCCCC, predict the reaction product. The product is: [C:1]([C:9]1[CH:10]=[CH:11][C:12]([C:13]([O:15][C:16]2[CH:21]=[CH:20][C:19](/[CH:22]=[CH:23]/[C:24]([O:26][CH2:27][CH2:28][C:29]3[CH:34]=[CH:33][C:32]([NH2:35])=[CH:31][C:30]=3[NH2:38])=[O:25])=[CH:18][CH:17]=2)=[O:14])=[CH:41][CH:42]=1)(=[O:8])[C:2]1[CH:3]=[CH:4][CH:5]=[CH:6][CH:7]=1. (4) Given the reactants C(OC([N:8]1[C@H:13]([C:14](=[O:26])[NH:15][C@@H:16]2[CH2:18][C@H:17]2[C:19]2[CH:24]=[CH:23][CH:22]=[CH:21][C:20]=2[Cl:25])[CH2:12][C@@H:11]2[C@H:9]1[CH2:10]2)=O)(C)(C)C.[C:27]([OH:33])([C:29]([F:32])([F:31])[F:30])=[O:28], predict the reaction product. The product is: [F:30][C:29]([F:32])([F:31])[C:27]([OH:33])=[O:28].[Cl:25][C:20]1[CH:21]=[CH:22][CH:23]=[CH:24][C:19]=1[C@@H:17]1[CH2:18][C@H:16]1[NH:15][C:14]([C@@H:13]1[CH2:12][C@@H:11]2[C@@H:9]([CH2:10]2)[NH:8]1)=[O:26].